From a dataset of Peptide-MHC class I binding affinity with 185,985 pairs from IEDB/IMGT. Regression. Given a peptide amino acid sequence and an MHC pseudo amino acid sequence, predict their binding affinity value. This is MHC class I binding data. The peptide sequence is NTDEIPELI. The MHC is HLA-B51:01 with pseudo-sequence HLA-B51:01. The binding affinity (normalized) is 0.0847.